From a dataset of Reaction yield outcomes from USPTO patents with 853,638 reactions. Predict the reaction yield, written as a fraction of the theoretical maximum amount of product (1.0 means a 100% yield; for example, 0.34 means a 34% yield). (1) The reactants are I[C:2]1[CH:12]=[CH:11][C:5]([C:6]([O:8][CH2:9][CH3:10])=[O:7])=[CH:4][CH:3]=1.[Cl-].[Li+].C([Mg]Cl)(C)C.[CH3:20][C:21]1([CH3:28])[CH2:24][CH:23]([C:25](Cl)=[O:26])[CH2:22]1. The catalyst is O1CCCC1.[Cu]I. The product is [CH3:20][C:21]1([CH3:28])[CH2:24][CH:23]([C:25]([C:2]2[CH:12]=[CH:11][C:5]([C:6]([O:8][CH2:9][CH3:10])=[O:7])=[CH:4][CH:3]=2)=[O:26])[CH2:22]1. The yield is 0.830. (2) The reactants are [NH2:1][C:2]1[CH:16]=[CH:15][C:5]([O:6][C:7]2[CH:12]=[CH:11][N:10]=[C:9]([CH2:13][OH:14])[CH:8]=2)=[CH:4][C:3]=1[F:17].CCN(CC)CC.[Si:25](Cl)([C:28]([CH3:31])([CH3:30])[CH3:29])([CH3:27])[CH3:26]. The catalyst is CN(C=O)C. The yield is 0.330. The product is [Si:25]([O:14][CH2:13][C:9]1[CH:8]=[C:7]([O:6][C:5]2[CH:15]=[CH:16][C:2]([NH2:1])=[C:3]([F:17])[CH:4]=2)[CH:12]=[CH:11][N:10]=1)([C:28]([CH3:31])([CH3:30])[CH3:29])([CH3:27])[CH3:26]. (3) The reactants are [CH3:1][O:2][C:3]([C:5]1[CH:6]=[C:7]2[C:12](=[CH:13][CH:14]=1)[NH:11][CH:10]([C:15]1[CH:16]=[C:17]([CH:21]=[CH:22][CH:23]=1)[C:18](O)=[O:19])[C:9]([CH3:25])([CH3:24])[CH2:8]2)=[O:4].ON1C2C=CC=CC=2N=N1.CN(C)CCCN=C=NCC.Cl.CN1CCOCC1.[CH2:55]([N:57]1[CH2:61][CH2:60][CH2:59][CH:58]1[CH2:62][NH2:63])[CH3:56]. The catalyst is ClCCl. The product is [CH2:55]([N:57]1[CH2:61][CH2:60][CH2:59][CH:58]1[CH2:62][NH:63][C:18]([C:17]1[CH:16]=[C:15]([CH:10]2[C:9]([CH3:24])([CH3:25])[CH2:8][C:7]3[C:12](=[CH:13][CH:14]=[C:5]([C:3]([O:2][CH3:1])=[O:4])[CH:6]=3)[NH:11]2)[CH:23]=[CH:22][CH:21]=1)=[O:19])[CH3:56]. The yield is 0.340. (4) The reactants are [CH2:1]([OH:4])[C:2]#[CH:3].[O:5]1[CH2:7][C@@H:6]1[CH2:8][O:9][C:10]1[CH:15]=[CH:14][C:13]([C:16]([C:19]2[CH:24]=[CH:23][C:22]([OH:25])=[CH:21][CH:20]=2)([CH3:18])[CH3:17])=[CH:12][CH:11]=1.FC(F)(F)S([O-])(=O)=O.[Er+3].FC(F)(F)S([O-])(=O)=O.FC(F)(F)S([O-])(=O)=O. No catalyst specified. The product is [OH:5][C@H:6]([CH2:7][O:4][CH2:1][C:2]#[CH:3])[CH2:8][O:9][C:10]1[CH:11]=[CH:12][C:13]([C:16]([C:19]2[CH:20]=[CH:21][C:22]([OH:25])=[CH:23][CH:24]=2)([CH3:18])[CH3:17])=[CH:14][CH:15]=1. The yield is 0.560. (5) The reactants are [OH:1][C:2]([CH3:19])([CH3:18])[CH2:3][C:4]1[CH:9]=[CH:8][N:7]=[C:6]([NH:10][C:11](=[O:17])[O:12][C:13]([CH3:16])([CH3:15])[CH3:14])[CH:5]=1.[H-].[Na+].F[C:23]1[C:32]2[C:27](=[CH:28][CH:29]=[CH:30][CH:31]=2)[C:26]([N+:33]([O-:35])=[O:34])=[CH:25][CH:24]=1. The catalyst is CN(C=O)C. The product is [CH3:18][C:2]([O:1][C:23]1[C:32]2[C:27](=[CH:28][CH:29]=[CH:30][CH:31]=2)[C:26]([N+:33]([O-:35])=[O:34])=[CH:25][CH:24]=1)([CH3:19])[CH2:3][C:4]1[CH:9]=[CH:8][N:7]=[C:6]([NH:10][C:11](=[O:17])[O:12][C:13]([CH3:14])([CH3:16])[CH3:15])[CH:5]=1. The yield is 0.150. (6) The reactants are [NH2:1][C:2]1[CH:3]=[C:4]([CH:7]=[CH:8][C:9]=1[NH:10][CH2:11][CH2:12][CH2:13][OH:14])[C:5]#[N:6].[N:15]([O-])=O.[Na+]. The catalyst is Cl.O. The product is [OH:14][CH2:13][CH2:12][CH2:11][N:10]1[C:9]2[CH:8]=[CH:7][C:4]([C:5]#[N:6])=[CH:3][C:2]=2[N:1]=[N:15]1. The yield is 0.960. (7) The reactants are [C:1]([O:5][C:6]([N:8]([CH3:18])[CH2:9][C:10]([N:12]([CH2:14][C:15]([OH:17])=O)[CH3:13])=[O:11])=[O:7])([CH3:4])([CH3:3])[CH3:2].CN(C(F)=[N+](C)C)C.F[P-](F)(F)(F)(F)F.CCN(C(C)C)C(C)C.[N+:43]([C:46]1[CH:54]=[C:53]2[C:49]([CH:50]=[CH:51][NH:52]2)=[CH:48][CH:47]=1)([O-:45])=[O:44]. The yield is 0.300. The product is [C:1]([O:5][C:6](=[O:7])[N:8]([CH3:18])[CH2:9][C:10](=[O:11])[N:12]([CH3:13])[CH2:14][C:15]([N:52]1[C:53]2[C:49](=[CH:48][CH:47]=[C:46]([N+:43]([O-:45])=[O:44])[CH:54]=2)[CH:50]=[CH:51]1)=[O:17])([CH3:2])([CH3:3])[CH3:4]. The catalyst is C1COCC1. (8) The reactants are [CH2:1]([O:8][C@H:9]([C@@H:26]([O:29][CH2:30][C:31]1[CH:36]=[CH:35][CH:34]=[CH:33][CH:32]=1)[CH:27]=[O:28])[CH2:10][O:11][CH2:12][C@H:13]([NH:18][C:19]([O:21][C:22]([CH3:25])([CH3:24])[CH3:23])=[O:20])[C:14]([O:16][CH3:17])=[O:15])[C:2]1[CH:7]=[CH:6][CH:5]=[CH:4][CH:3]=1.[CH3:37][Mg]Br.C(OCC)C. The catalyst is C(Cl)Cl. The product is [CH2:1]([O:8][C@H:9]([C@@H:26]([O:29][CH2:30][C:31]1[CH:32]=[CH:33][CH:34]=[CH:35][CH:36]=1)[C@H:27]([OH:28])[CH3:37])[CH2:10][O:11][CH2:12][C@H:13]([NH:18][C:19]([O:21][C:22]([CH3:24])([CH3:25])[CH3:23])=[O:20])[C:14]([O:16][CH3:17])=[O:15])[C:2]1[CH:7]=[CH:6][CH:5]=[CH:4][CH:3]=1. The yield is 0.470. (9) The reactants are [C:1]([C:3]1[CH:8]=[CH:7][CH:6]=[CH:5][C:4]=1[C:9]1[CH:14]=[CH:13][C:12]([CH2:15][C:16]2[C:17](=[O:44])[N:18]([C@H:28]3[CH2:33][CH2:32][C@H:31]([O:34][CH:35]([CH2:41][CH:42]=C)[C:36]([O:38][CH2:39][CH3:40])=[O:37])[CH2:30][CH2:29]3)[C:19]3[N:20]([N:25]=[CH:26][N:27]=3)[C:21]=2[CH2:22][CH2:23][CH3:24])=[C:11]([F:45])[CH:10]=1)#[N:2].I([O-])(=O)(=O)=[O:47].[Na+].CC(C)=O.C(#N)C. The catalyst is [Os](=O)(=O)(=O)=O.O. The product is [C:1]([C:3]1[CH:8]=[CH:7][CH:6]=[CH:5][C:4]=1[C:9]1[CH:14]=[CH:13][C:12]([CH2:15][C:16]2[C:17](=[O:44])[N:18]([C@H:28]3[CH2:33][CH2:32][C@H:31]([O:34][CH:35]([CH2:41][CH2:42][OH:47])[C:36]([O:38][CH2:39][CH3:40])=[O:37])[CH2:30][CH2:29]3)[C:19]3[N:20]([N:25]=[CH:26][N:27]=3)[C:21]=2[CH2:22][CH2:23][CH3:24])=[C:11]([F:45])[CH:10]=1)#[N:2]. The yield is 0.360.